This data is from Full USPTO retrosynthesis dataset with 1.9M reactions from patents (1976-2016). The task is: Predict the reactants needed to synthesize the given product. (1) Given the product [CH:1]1([NH:4][C:5]2[N:10]=[C:9]3[C:8]([N:20]([C:21]4[CH:26]=[CH:25][CH:24]=[C:23]([O:27][CH3:28])[CH:22]=4)[C:29](=[O:30])[N:11]3[C:12]3[CH:17]=[CH:16][CH:15]=[C:14]([O:18][CH3:19])[CH:13]=3)=[CH:7][N:6]=2)[CH2:2][CH2:3]1, predict the reactants needed to synthesize it. The reactants are: [CH:1]1([NH:4][C:5]2[N:10]=[C:9]([NH:11][C:12]3[CH:17]=[CH:16][CH:15]=[C:14]([O:18][CH3:19])[CH:13]=3)[C:8]([NH:20][C:21]3[CH:26]=[CH:25][CH:24]=[C:23]([O:27][CH3:28])[CH:22]=3)=[CH:7][N:6]=2)[CH2:3][CH2:2]1.[C:29](N1C=CN=C1)(N1C=CN=C1)=[O:30]. (2) Given the product [CH3:10][O:11]/[N:12]=[C:13](/[C:14]1[CH:19]=[CH:18][CH:17]=[CH:16][C:15]=1[O:20][C:2]1[C:7]([F:8])=[C:6]([Cl:9])[N:5]=[CH:4][N:3]=1)\[C:21]1[O:26][CH2:25][CH2:24][O:23][N:22]=1, predict the reactants needed to synthesize it. The reactants are: Cl[C:2]1[C:7]([F:8])=[C:6]([Cl:9])[N:5]=[CH:4][N:3]=1.[CH3:10][O:11]/[N:12]=[C:13](/[C:21]1[O:26][CH2:25][CH2:24][O:23][N:22]=1)\[C:14]1[CH:19]=[CH:18][CH:17]=[CH:16][C:15]=1[OH:20].C([O-])([O-])=O.[K+].[K+].CN(C=O)C. (3) Given the product [F:11][C:10]([F:13])([F:12])[C:9]([C:6]1[CH:7]=[CH:8][C:3]([CH2:2][N:22]2[CH2:21][CH2:20][N:19]([C:25]([O:27][C:28]([CH3:31])([CH3:30])[CH3:29])=[O:26])[CH2:24][CH2:23]2)=[CH:4][CH:5]=1)([OH:18])[C:14]([F:17])([F:16])[F:15], predict the reactants needed to synthesize it. The reactants are: Br[CH2:2][C:3]1[CH:8]=[CH:7][C:6]([C:9]([OH:18])([C:14]([F:17])([F:16])[F:15])[C:10]([F:13])([F:12])[F:11])=[CH:5][CH:4]=1.[N:19]1([C:25]([O:27][C:28]([CH3:31])([CH3:30])[CH3:29])=[O:26])[CH2:24][CH2:23][NH:22][CH2:21][CH2:20]1.C(=O)([O-])[O-].[K+].[K+]. (4) Given the product [CH2:45]([O:43][C:40]([C:1]1[NH:19][C:20]2[C:21]([CH:2]=1)=[C:22]([CH3:38])[C:23]([O:27][C:28]1[CH:33]=[CH:32][C:31]([OH:34])=[C:30]([CH:35]([CH3:37])[CH3:36])[CH:29]=1)=[C:24]([CH3:26])[CH:25]=2)=[O:41])[CH3:46], predict the reactants needed to synthesize it. The reactants are: [C:1]1(C)C=CC(S(O)(=O)=O)=C[CH:2]=1.C(OC(=O)C(=N[NH:19][C:20]1[CH:25]=[C:24]([CH3:26])[C:23]([O:27][C:28]2[CH:33]=[CH:32][C:31]([OH:34])=[C:30]([CH:35]([CH3:37])[CH3:36])[CH:29]=2)=[C:22]([CH3:38])[CH:21]=1)C)C.[C:40]([O-:43])(O)=[O:41].[Na+].[C:45](OCC)(=O)[CH3:46]. (5) Given the product [CH3:29][O:28][C:14]1[CH:13]=[C:12]([CH:17]=[CH:16][C:15]=1[O:18][CH2:19][C:20]1[CH:21]=[N:22][C:23]([O:26][CH3:27])=[CH:24][CH:25]=1)[CH2:11][N:8]1[C:5]2=[N:6][CH:7]=[C:2]([C:32]3[N:35]4[CH2:34][C:33]([CH3:39])([CH2:38][CH2:37][CH2:36]4)[CH:31]=3)[CH:3]=[C:4]2[N:10]=[CH:9]1, predict the reactants needed to synthesize it. The reactants are: I[C:2]1[CH:3]=[C:4]2[N:10]=[CH:9][N:8]([CH2:11][C:12]3[CH:17]=[CH:16][C:15]([O:18][CH2:19][C:20]4[CH:21]=[N:22][C:23]([O:26][CH3:27])=[CH:24][CH:25]=4)=[C:14]([O:28][CH3:29])[CH:13]=3)[C:5]2=[N:6][CH:7]=1.Cl.[C:31]([C:33]1([CH3:39])[CH2:38][CH2:37][CH2:36][NH:35][CH2:34]1)#[CH:32].N1CCCCC1. (6) Given the product [CH:1]1([O:6][C:7]2[CH:8]=[C:9]([N:10]([CH2:11][C:12]3[CH:13]=[N:14][CH:15]=[CH:16][CH:17]=3)[C:18]3[CH:23]=[CH:22][C:21]([O:24][CH2:25][C@H:26]([OH:27])[CH2:30][OH:29])=[CH:20][CH:19]=3)[CH:33]=[CH:34][C:35]=2[O:36][CH3:37])[CH2:2][CH2:3][CH2:4][CH2:5]1, predict the reactants needed to synthesize it. The reactants are: [CH:1]1([O:6][C:7]2[CH:8]=[C:9]([CH:33]=[CH:34][C:35]=2[O:36][CH3:37])[N:10]([C:18]2[CH:23]=[CH:22][C:21]([O:24][CH2:25][C@H:26]3[CH2:30][O:29]C(C)(C)[O:27]3)=[CH:20][CH:19]=2)[CH2:11][C:12]2[CH:13]=[N:14][CH:15]=[CH:16][CH:17]=2)[CH2:5][CH2:4][CH2:3][CH2:2]1.Cl.C([O-])(O)=O.[Na+]. (7) The reactants are: [C:1]([N:8]1[CH2:13][CH2:12][CH2:11][CH:10]([CH2:14][NH:15][C:16]2[CH:21]=[CH:20][CH:19]=[CH:18][CH:17]=2)[CH2:9]1)([O:3][C:4]([CH3:7])([CH3:6])[CH3:5])=[O:2].[CH2:22]([N:24]=[C:25]=[O:26])[CH3:23]. Given the product [C:1]([N:8]1[CH2:13][CH2:12][CH2:11][CH:10]([CH2:14][N:15]([C:16]2[CH:21]=[CH:20][CH:19]=[CH:18][CH:17]=2)[C:25]([NH:24][CH2:22][CH3:23])=[O:26])[CH2:9]1)([O:3][C:4]([CH3:6])([CH3:7])[CH3:5])=[O:2], predict the reactants needed to synthesize it. (8) Given the product [Br:6][C:14]1[CH:13]=[C:12]([N+:16]([O-:18])=[O:17])[C:11]([NH2:19])=[C:10]([O:9][CH3:8])[CH:15]=1, predict the reactants needed to synthesize it. The reactants are: CC([O-])=O.[Na+].[Br:6]Br.[CH3:8][O:9][C:10]1[CH:15]=[CH:14][CH:13]=[C:12]([N+:16]([O-:18])=[O:17])[C:11]=1[NH2:19]. (9) Given the product [OH:8][C:9]1[CH:10]=[C:11]([C:12]([C:14]2[CH:19]=[N:18][C:17]([CH2:20][OH:21])=[CH:16][CH:15]=2)=[O:13])[CH:25]=[C:26]([C:28]2[CH:36]=[CH:35][CH:34]=[C:33]3[C:29]=2[CH:30]=[CH:31][NH:32]3)[CH:27]=1, predict the reactants needed to synthesize it. The reactants are: COC1C=CC(C[O:8][C:9]2[CH:10]=[C:11]([CH:25]=[C:26]([C:28]3[CH:36]=[CH:35][CH:34]=[C:33]4[C:29]=3[CH:30]=[CH:31][N:32]4[Si](C(C)C)(C(C)C)C(C)C)[CH:27]=2)[C:12]([C:14]2[CH:15]=[CH:16][C:17]([CH2:20][O:21]C(=O)C)=[N:18][CH:19]=2)=[O:13])=CC=1.BrC1C=C(C=C(OCC2C=CC(OC)=CC=2)C=1)C(C1C=CC(COC(=O)C)=NC=1)=O.CC1(C)C(C)(C)OB(C2C=CC=C3C=2C=CN3[Si](C(C)C)(C(C)C)C(C)C)O1.[O-]P([O-])([O-])=O.[K+].[K+].[K+]. (10) Given the product [CH3:16][O:15]/[N:14]=[C:2](/[CH2:8][C:9](=[O:11])[CH3:10])\[C:3]([O:5][CH2:6][CH3:7])=[O:4], predict the reactants needed to synthesize it. The reactants are: O=[C:2]([CH2:8][C:9](=[O:11])[CH3:10])[C:3]([O:5][CH2:6][CH3:7])=[O:4].Cl.C[NH:14][O:15][CH3:16].